This data is from Full USPTO retrosynthesis dataset with 1.9M reactions from patents (1976-2016). The task is: Predict the reactants needed to synthesize the given product. Given the product [CH3:18][O:17][C:9]1[CH:8]=[C:7]([CH:12]=[C:11]([O:13][CH3:14])[C:10]=1[O:15][CH3:16])[C:5]([C:4]1[CH2:31][O:30][C:27]2[C:26]([CH:3]=1)=[CH:25][CH:22]=[C:21]([O:20][CH3:32])[C:28]=2[OH:29])=[O:6], predict the reactants needed to synthesize it. The reactants are: CN(C)[CH2:3][CH2:4][C:5]([C:7]1[CH:12]=[C:11]([O:13][CH3:14])[C:10]([O:15][CH3:16])=[C:9]([O:17][CH3:18])[CH:8]=1)=[O:6].[OH:20][C:21]1[C:28]([OH:29])=[C:27]([O:30][CH3:31])[CH:26]=[CH:25][C:22]=1C=O.[CH3:32]CN(CC)CC.